Dataset: Retrosynthesis with 50K atom-mapped reactions and 10 reaction types from USPTO. Task: Predict the reactants needed to synthesize the given product. (1) Given the product CC=NN(C(=O)c1ccccc1)c1ccc(OC)cc1, predict the reactants needed to synthesize it. The reactants are: CC=NNc1ccc(OC)cc1.O=C(Cl)c1ccccc1. (2) Given the product CN(Cc1cc2c(s1)c(=O)c(C(=O)NCc1ccc(Cl)cc1)cn2C)C[C@@H](O)c1cccnc1, predict the reactants needed to synthesize it. The reactants are: CNC[C@@H](O)c1cccnc1.Cn1cc(C(=O)NCc2ccc(Cl)cc2)c(=O)c2sc(CCl)cc21. (3) Given the product CC(C)(C)OC(=O)N1CCCC(COc2cccc(Br)c2)C1, predict the reactants needed to synthesize it. The reactants are: CC(C)(C)OC(=O)N1CCCC(CO)C1.Oc1cccc(Br)c1. (4) Given the product Cc1cc(Br)c2cnn(-c3cccc(C(=O)O)c3)c2c1, predict the reactants needed to synthesize it. The reactants are: Cc1cc(Br)c(C=NNc2cccc(C(=O)O)c2)c(Br)c1. (5) Given the product Cc1cc(C2=NOC(c3cc(Cl)cc(Cl)c3)(C(F)(F)F)C2)ccc1SCC(=O)NCC(F)(F)F, predict the reactants needed to synthesize it. The reactants are: Cc1cc(C2=NOC(c3cc(Cl)cc(Cl)c3)(C(F)(F)F)C2)ccc1SCC(=O)O.NCC(F)(F)F.